This data is from Catalyst prediction with 721,799 reactions and 888 catalyst types from USPTO. The task is: Predict which catalyst facilitates the given reaction. (1) Reactant: F[C:2]1[CH:7]=[CH:6][C:5]([N+:8]([O-:10])=[O:9])=[C:4]([O:11][CH3:12])[CH:3]=1.[C:13]([N:16]1[CH2:21][CH2:20][NH:19][CH2:18][CH2:17]1)(=[O:15])[CH3:14].C(=O)([O-])[O-].[K+].[K+]. Product: [CH3:12][O:11][C:4]1[CH:3]=[C:2]([N:19]2[CH2:20][CH2:21][N:16]([C:13](=[O:15])[CH3:14])[CH2:17][CH2:18]2)[CH:7]=[CH:6][C:5]=1[N+:8]([O-:10])=[O:9]. The catalyst class is: 9. (2) Reactant: CC(C)([O-])C.[K+].[C:7]1([CH2:13][C:14]#[N:15])[CH:12]=[CH:11][CH:10]=[CH:9][CH:8]=1.Br[CH2:17][CH2:18][O:19][Si:20]([CH3:23])([CH3:22])[CH3:21]. Product: [C:7]1([CH:13]([CH2:17][CH2:18][O:19][Si:20]([CH3:23])([CH3:22])[CH3:21])[C:14]#[N:15])[CH:12]=[CH:11][CH:10]=[CH:9][CH:8]=1. The catalyst class is: 11. (3) Reactant: Br[C:2]1[CH:7]=[CH:6][N:5]=[C:4]([C:8]2[CH:13]=[CH:12][CH:11]=[CH:10][CH:9]=2)[CH:3]=1.C([Li])CCC.Cl[Si:20]([C:33]1[CH:38]=[CH:37][CH:36]=[CH:35][CH:34]=1)([C:27]1[CH:32]=[CH:31][CH:30]=[CH:29][CH:28]=1)[C:21]1[CH:26]=[CH:25][CH:24]=[CH:23][CH:22]=1. Product: [C:8]1([C:4]2[CH:3]=[C:2]([Si:20]([C:27]3[CH:28]=[CH:29][CH:30]=[CH:31][CH:32]=3)([C:33]3[CH:38]=[CH:37][CH:36]=[CH:35][CH:34]=3)[C:21]3[CH:22]=[CH:23][CH:24]=[CH:25][CH:26]=3)[CH:7]=[CH:6][N:5]=2)[CH:13]=[CH:12][CH:11]=[CH:10][CH:9]=1. The catalyst class is: 1. (4) Reactant: [Cl:1][C:2]1[CH:3]=[CH:4][C:5]([CH3:11])=[C:6]([CH:10]=1)[C:7]([OH:9])=O.CN(C=O)C.C(Cl)(=O)C(Cl)=O.[CH:23]1([NH2:26])[CH2:25][CH2:24]1.CCN(C(C)C)C(C)C. Product: [Cl:1][C:2]1[CH:3]=[CH:4][C:5]([CH3:11])=[C:6]([CH:10]=1)[C:7]([NH:26][CH:23]1[CH2:25][CH2:24]1)=[O:9]. The catalyst class is: 11. (5) Reactant: [Br:1][C:2]1[C:3](Cl)=[N:4][CH:5]=[C:6]([CH:21]=1)[C:7]([NH:9][C:10]1[CH:15]=[CH:14][C:13]([O:16][C:17]([F:20])([F:19])[F:18])=[CH:12][CH:11]=1)=[O:8].[CH2:23]([OH:26])[CH2:24][OH:25].C([O-])([O-])=O.[K+].[K+]. Product: [Br:1][C:2]1[C:3]([O:25][CH2:24][CH2:23][OH:26])=[N:4][CH:5]=[C:6]([CH:21]=1)[C:7]([NH:9][C:10]1[CH:15]=[CH:14][C:13]([O:16][C:17]([F:20])([F:19])[F:18])=[CH:12][CH:11]=1)=[O:8]. The catalyst class is: 3. (6) Reactant: [Br:1][C:2]1[C:7](=[O:8])[N:6]([CH2:9][C:10]([O:12]CC)=[O:11])[N:5]=[CH:4][C:3]=1[NH:15][C@@H:16]1[CH2:21][C@@H:20]2[CH2:22][C@@H:18]([C:19]2([CH3:24])[CH3:23])[C@H:17]1[CH3:25].[OH-].[Na+].C(OCC)(=O)C. Product: [Br:1][C:2]1[C:7](=[O:8])[N:6]([CH2:9][C:10]([OH:12])=[O:11])[N:5]=[CH:4][C:3]=1[NH:15][C@@H:16]1[CH2:21][C@@H:20]2[CH2:22][C@@H:18]([C:19]2([CH3:24])[CH3:23])[C@H:17]1[CH3:25]. The catalyst class is: 12. (7) Reactant: [OH:1][CH2:2][CH2:3][CH2:4][CH2:5][CH2:6][CH2:7][CH2:8][CH2:9][C:10](=[C:16]([CH2:22][CH2:23][CH2:24][CH2:25][CH2:26][CH2:27][CH2:28][CH2:29][OH:30])[CH2:17][C:18]([O:20][CH3:21])=[O:19])[CH2:11][C:12]([O:14][CH3:15])=[O:13].CCN(CC)CC.[CH3:38][S:39](Cl)(=[O:41])=[O:40]. Product: [CH3:38][S:39]([O:30][CH2:29][CH2:28][CH2:27][CH2:26][CH2:25][CH2:24][CH2:23][CH2:22][C:16](=[C:10]([CH2:9][CH2:8][CH2:7][CH2:6][CH2:5][CH2:4][CH2:3][CH2:2][O:1][S:39]([CH3:38])(=[O:41])=[O:40])[CH2:11][C:12]([O:14][CH3:15])=[O:13])[CH2:17][C:18]([O:20][CH3:21])=[O:19])(=[O:41])=[O:40]. The catalyst class is: 79.